Dataset: Catalyst prediction with 721,799 reactions and 888 catalyst types from USPTO. Task: Predict which catalyst facilitates the given reaction. (1) The catalyst class is: 27. Product: [C:14]([O:18][C:19]([N:21]1[CH:26]2[CH2:27][CH2:28][CH:22]1[CH2:23][C:24]([C:7]1[C:12]([F:13])=[CH:11][CH:10]=[CH:9][N:8]=1)([OH:29])[CH2:25]2)=[O:20])([CH3:17])([CH3:15])[CH3:16]. Reactant: C([Li])CCC.Br[C:7]1[C:12]([F:13])=[CH:11][CH:10]=[CH:9][N:8]=1.[C:14]([O:18][C:19]([N:21]1[CH:26]2[CH2:27][CH2:28][CH:22]1[CH2:23][C:24](=[O:29])[CH2:25]2)=[O:20])([CH3:17])([CH3:16])[CH3:15].C(O)(=O)C. (2) Reactant: [F:1][C:2]1[CH:36]=[CH:35][C:5]([CH2:6][N:7]2[C:19](=[O:20])[C:18]3[C:17]([O:21][Si:22]([CH:29]([CH3:31])[CH3:30])([CH:26]([CH3:28])[CH3:27])[CH:23]([CH3:25])[CH3:24])=[C:16]4[C:11]([CH:12]=[CH:13][CH:14]=[N:15]4)=[C:10]([O:32][CH3:33])[C:9]=3[C:8]2=[O:34])=[CH:4][CH:3]=1.[C:37]1([Mg]Br)[CH:42]=[CH:41][CH:40]=[CH:39][CH:38]=1.CCOCC. Product: [F:1][C:2]1[CH:3]=[CH:4][C:5]([CH2:6][N:7]2[C:19](=[O:20])[C:18]3[C:17]([O:21][Si:22]([CH:29]([CH3:30])[CH3:31])([CH:26]([CH3:27])[CH3:28])[CH:23]([CH3:25])[CH3:24])=[C:16]4[C:11]([CH:12]=[CH:13][CH:14]=[N:15]4)=[C:10]([O:32][CH3:33])[C:9]=3[C:8]2([OH:34])[C:37]2[CH:42]=[CH:41][CH:40]=[CH:39][CH:38]=2)=[CH:35][CH:36]=1. The catalyst class is: 49. (3) Reactant: CN([CH:4]=[O:5])C.P(Cl)(Cl)(Cl)=O.[CH2:11]([C:15]1[O:16][C:17]2[CH:23]=[CH:22][CH:21]=[CH:20][C:18]=2[CH:19]=1)[CH2:12][CH2:13][CH3:14]. Product: [CH2:11]([C:15]1[O:16][C:17]2[CH:23]=[CH:22][CH:21]=[CH:20][C:18]=2[C:19]=1[CH:4]=[O:5])[CH2:12][CH2:13][CH3:14]. The catalyst class is: 2. (4) Reactant: [C:1]([C:5]1[CH:9]=[C:8]([NH2:10])[N:7]([C:11]2[CH:16]=[C:15]([CH3:17])[CH:14]=[CH:13][C:12]=2[CH3:18])[N:6]=1)([CH3:4])([CH3:3])[CH3:2].Cl[C:20]1[C:25]([C:26]([O:28][CH2:29][CH3:30])=[O:27])=[CH:24][N:23]=[C:22]([S:31][CH3:32])[N:21]=1.C1C=CC(P(C2C(C3C(P(C4C=CC=CC=4)C4C=CC=CC=4)=CC=C4C=3C=CC=C4)=C3C(C=CC=C3)=CC=2)C2C=CC=CC=2)=CC=1.C([O-])([O-])=O.[Cs+].[Cs+]. Product: [C:1]([C:5]1[CH:9]=[C:8]([NH:10][C:24]2[C:25]([C:26]([O:28][CH2:29][CH3:30])=[O:27])=[CH:20][N:21]=[C:22]([S:31][CH3:32])[N:23]=2)[N:7]([C:11]2[CH:16]=[C:15]([CH3:17])[CH:14]=[CH:13][C:12]=2[CH3:18])[N:6]=1)([CH3:4])([CH3:3])[CH3:2]. The catalyst class is: 110. (5) Reactant: [C:1]([O:5][C:6]([NH:8][C:9]1[CH:17]=[CH:16][C:12]([C:13]([OH:15])=O)=[CH:11][CH:10]=1)=[O:7])([CH3:4])([CH3:3])[CH3:2].[CH2:18]([NH2:30])[CH2:19][CH2:20][CH2:21][CH2:22][CH2:23][CH2:24][CH2:25][CH2:26][CH2:27][CH2:28][CH3:29].CCN=C=NCCCN(C)C.Cl.C1C=CC2N(O)N=NC=2C=1.CCN(CC)CC. Product: [CH2:18]([NH:30][C:13]([C:12]1[CH:11]=[CH:10][C:9]([NH:8][C:6](=[O:7])[O:5][C:1]([CH3:2])([CH3:3])[CH3:4])=[CH:17][CH:16]=1)=[O:15])[CH2:19][CH2:20][CH2:21][CH2:22][CH2:23][CH2:24][CH2:25][CH2:26][CH2:27][CH2:28][CH3:29]. The catalyst class is: 1.